The task is: Regression. Given a peptide amino acid sequence and an MHC pseudo amino acid sequence, predict their binding affinity value. This is MHC class II binding data.. This data is from Peptide-MHC class II binding affinity with 134,281 pairs from IEDB. (1) The peptide sequence is LKELIKVGLPSFENL. The MHC is DRB1_1501 with pseudo-sequence DRB1_1501. The binding affinity (normalized) is 0.456. (2) The peptide sequence is SQDLELSWNLNGLQLY. The MHC is HLA-DQA10301-DQB10302 with pseudo-sequence HLA-DQA10301-DQB10302. The binding affinity (normalized) is 0.333.